Dataset: Catalyst prediction with 721,799 reactions and 888 catalyst types from USPTO. Task: Predict which catalyst facilitates the given reaction. (1) Reactant: Cl.[CH3:2][O:3][C:4]([C:6]1([NH2:13])[CH2:12][CH2:11][CH2:10][CH2:9][CH2:8][CH2:7]1)=[O:5].C1C=CC2N(O)N=NC=2C=1.[C:24]([C:27]1[CH:35]=[CH:34][C:30]([C:31](O)=[O:32])=[CH:29][C:28]=1[OH:36])(=[O:26])[CH3:25].C(Cl)CCl. Product: [CH3:2][O:3][C:4]([C:6]1([NH:13][C:31](=[O:32])[C:30]2[CH:34]=[CH:35][C:27]([C:24](=[O:26])[CH3:25])=[C:28]([OH:36])[CH:29]=2)[CH2:7][CH2:8][CH2:9][CH2:10][CH2:11][CH2:12]1)=[O:5]. The catalyst class is: 3. (2) Reactant: [N:1]1[CH:6]=[CH:5][CH:4]=[CH:3][C:2]=1[C:7]1[CH:12]=[CH:11][C:10]([CH2:13][C:14]([OH:16])=O)=[CH:9][CH:8]=1.O.ON1C2C=CC=CC=2N=N1.[CH3:28][NH:29][C:30]1[S:31][C:32]([S:36]([NH2:39])(=[O:38])=[O:37])=[C:33]([CH3:35])[N:34]=1.Cl.CN(C)CCCN=C=NCC. Product: [NH2:39][S:36]([C:32]1[S:31][C:30]([N:29]([CH3:28])[C:14](=[O:16])[CH2:13][C:10]2[CH:9]=[CH:8][C:7]([C:2]3[CH:3]=[CH:4][CH:5]=[CH:6][N:1]=3)=[CH:12][CH:11]=2)=[N:34][C:33]=1[CH3:35])(=[O:37])=[O:38]. The catalyst class is: 9.